This data is from Forward reaction prediction with 1.9M reactions from USPTO patents (1976-2016). The task is: Predict the product of the given reaction. (1) Given the reactants C[O:2][C:3](=[O:18])[C:4]1[CH:9]=[CH:8][C:7]([N:10]2[CH2:15][CH2:14][N:13]([CH2:16][CH3:17])[CH2:12][CH2:11]2)=[CH:6][CH:5]=1.[ClH:19], predict the reaction product. The product is: [ClH:19].[CH2:16]([N:13]1[CH2:14][CH2:15][N:10]([C:7]2[CH:8]=[CH:9][C:4]([C:3]([OH:18])=[O:2])=[CH:5][CH:6]=2)[CH2:11][CH2:12]1)[CH3:17]. (2) Given the reactants CN(N=O)C(N[N+]([O-])=O)=N.[OH-].[K+].[N+](=[CH2:15])=[N-].[F:16][C:17]1[CH:18]=[C:19](/[CH:25]=[CH:26]/[C:27]([O:29][CH2:30][CH3:31])=[O:28])[CH:20]=[CH:21][C:22]=1[O:23][CH3:24], predict the reaction product. The product is: [F:16][C:17]1[CH:18]=[C:19]([CH:25]2[CH2:15][CH:26]2[C:27]([O:29][CH2:30][CH3:31])=[O:28])[CH:20]=[CH:21][C:22]=1[O:23][CH3:24]. (3) Given the reactants Br[C:2]1[CH:3]=[C:4]([CH:7]=[CH:8][C:9]=1[CH:10]1[N:14]2[CH:15]=[N:16][CH:17]=[C:13]2[CH2:12][CH2:11]1)[C:5]#[N:6].C1C=CC(P(C2C(C3C(P(C4C=CC=CC=4)C4C=CC=CC=4)=CC=C4C=3C=CC=C4)=C3C(C=CC=C3)=CC=2)C2C=CC=CC=2)=CC=1.C([O-])([O-])=O.[Cs+].[Cs+].[CH3:70][CH2:71][OH:72], predict the reaction product. The product is: [CH:17]1[N:16]=[CH:15][N:14]2[CH:10]([C:9]3[CH:8]=[CH:7][C:4]([C:5]#[N:6])=[CH:3][C:2]=3[O:72][CH2:71][CH3:70])[CH2:11][CH2:12][C:13]=12. (4) Given the reactants [C:1]([O:9][CH2:10][CH:11]=[O:12])(=O)[C:2]1[CH:7]=[CH:6][CH:5]=[CH:4][CH:3]=1.[CH3:13][CH2:14][Mg+].[Br-], predict the reaction product. The product is: [CH2:1]([O:9][CH2:10][CH:11]([OH:12])[CH2:13][CH3:14])[C:2]1[CH:7]=[CH:6][CH:5]=[CH:4][CH:3]=1. (5) Given the reactants [CH3:1][O:2][C:3]1[C:12]([NH:13][C:14](=[O:18])OCC)=[N:11][C:10]2[C:5](=[CH:6][CH:7]=[C:8]([CH3:19])[CH:9]=2)[N:4]=1.[CH3:20][C:21]1[CH:26]=[CH:25][CH:24]=[CH:23][C:22]=1[N:27]1[CH2:32][CH2:31][NH:30][CH2:29][CH2:28]1, predict the reaction product. The product is: [CH3:1][O:2][C:3]1[C:12]([NH:13][C:14]([N:30]2[CH2:31][CH2:32][N:27]([C:22]3[CH:23]=[CH:24][CH:25]=[CH:26][C:21]=3[CH3:20])[CH2:28][CH2:29]2)=[O:18])=[N:11][C:10]2[C:5](=[CH:6][CH:7]=[C:8]([CH3:19])[CH:9]=2)[N:4]=1. (6) Given the reactants Br[C:2]1[CH:15]=[N:14][C:5]2[NH:6][C:7]3[CH:12]=[N:11][C:10]([Cl:13])=[CH:9][C:8]=3[C:4]=2[CH:3]=1.Cl.CC1(C)C(C)(C)OB([C:25]2[CH:37]=[CH:36][C:28]([CH2:29][N:30]3[CH2:35][CH2:34][CH2:33][CH2:32][CH2:31]3)=[CH:27][CH:26]=2)O1, predict the reaction product. The product is: [Cl:13][C:10]1[N:11]=[CH:12][C:7]2[NH:6][C:5]3[N:14]=[CH:15][C:2]([C:25]4[CH:26]=[CH:27][C:28]([CH2:29][N:30]5[CH2:35][CH2:34][CH2:33][CH2:32][CH2:31]5)=[CH:36][CH:37]=4)=[CH:3][C:4]=3[C:8]=2[CH:9]=1. (7) Given the reactants Cl.[NH2:2][C:3]1[N:8]=[CH:7][C:6](/[CH:9]=[CH:10]/[C:11]([OH:13])=O)=[CH:5][CH:4]=1.Cl.Cl.[NH:16]1[CH2:19][CH:18]([O:20][CH2:21][C:22]2[CH:27]=[CH:26][N:25]=[CH:24][CH:23]=2)[CH2:17]1.CCN(C(C)C)C(C)C.CCN=C=NCCCN(C)C, predict the reaction product. The product is: [O:13]=[C:11]([N:16]1[CH2:19][CH:18]([O:20][CH2:21][C:22]2[CH:27]=[CH:26][N:25]=[CH:24][CH:23]=2)[CH2:17]1)/[CH:10]=[CH:9]/[C:6]1[CH:5]=[CH:4][C:3]([NH2:2])=[N:8][CH:7]=1. (8) Given the reactants [CH2:1]([C:3]1[C:11]2[CH:10]=[N:9][CH:8]=[N:7][C:6]=2[N:5]([C@@H:12]2[O:16][C@H:15]([CH2:17][OH:18])[C@@H:14]([OH:19])[CH2:13]2)[CH:4]=1)[CH3:2].C(C1C=C(C)C=C(C(C)(C)C)N=1)(C)(C)C.[C:35]([O:39][C:40](=[O:46])[NH:41][S:42](Cl)(=[O:44])=[O:43])([CH3:38])([CH3:37])[CH3:36], predict the reaction product. The product is: [C:35]([O:39][C:40](=[O:46])[NH:41][S:42]([O:18][CH2:17][C@@H:15]1[C@@H:14]([OH:19])[CH2:13][C@H:12]([N:5]2[C:6]3[N:7]=[CH:8][N:9]=[CH:10][C:11]=3[C:3]([CH2:1][CH3:2])=[CH:4]2)[O:16]1)(=[O:44])=[O:43])([CH3:38])([CH3:36])[CH3:37]. (9) Given the reactants [CH3:1][C:2]1[CH:7]=[CH:6][C:5]([S:8]([O:11][CH2:12][C@H:13]2[CH2:17][C@@H:16]([O:18][Si:19]([C:22]([CH3:25])([CH3:24])[CH3:23])([CH3:21])[CH3:20])[C@H:15](/[CH:26]=[CH:27]/[C@@H:28]([O:34][Si:35]([C:38]([CH3:41])([CH3:40])[CH3:39])([CH3:37])[CH3:36])[CH2:29][CH2:30][CH2:31][CH2:32][CH3:33])[C@H:14]2[CH2:42][C:43]2[CH:48]=[CH:47][CH:46]=[C:45]([O:49]CC3C=CC=CC=3)[CH:44]=2)(=[O:10])=[O:9])=[CH:4][CH:3]=1.[OH-].[K+], predict the reaction product. The product is: [CH3:1][C:2]1[CH:3]=[CH:4][C:5]([S:8]([O:11][CH2:12][C@H:13]2[CH2:17][C@@H:16]([O:18][Si:19]([C:22]([CH3:23])([CH3:24])[CH3:25])([CH3:21])[CH3:20])[C@H:15](/[CH:26]=[CH:27]/[C@@H:28]([O:34][Si:35]([C:38]([CH3:39])([CH3:40])[CH3:41])([CH3:36])[CH3:37])[CH2:29][CH2:30][CH2:31][CH2:32][CH3:33])[C@H:14]2[CH2:42][C:43]2[CH:48]=[CH:47][CH:46]=[C:45]([OH:49])[CH:44]=2)(=[O:10])=[O:9])=[CH:6][CH:7]=1.